Dataset: Full USPTO retrosynthesis dataset with 1.9M reactions from patents (1976-2016). Task: Predict the reactants needed to synthesize the given product. (1) Given the product [N:4]1([CH2:8][CH2:9][N:10]2[CH:14]=[C:13]([C:15]3[CH:20]=[CH:19][C:18]([F:21])=[C:17]([CH3:22])[CH:16]=3)[N:12]=[C:11]2[CH:23]2[CH2:24][CH2:25][N:26]([C:30]3[N:35]=[CH:34][N:33]=[C:32]([NH2:36])[C:31]=3[CH:37]3[CH2:39][CH2:38]3)[CH2:27][CH2:28]2)[CH2:5][CH2:6][CH2:7]1, predict the reactants needed to synthesize it. The reactants are: Cl.Cl.Cl.[N:4]1([CH2:8][CH2:9][N:10]2[CH:14]=[C:13]([C:15]3[CH:20]=[CH:19][C:18]([F:21])=[C:17]([CH3:22])[CH:16]=3)[N:12]=[C:11]2[CH:23]2[CH2:28][CH2:27][NH:26][CH2:25][CH2:24]2)[CH2:7][CH2:6][CH2:5]1.Cl[C:30]1[N:35]=[CH:34][N:33]=[C:32]([NH2:36])[C:31]=1[CH:37]1[CH2:39][CH2:38]1. (2) Given the product [ClH:17].[OH:1][C:2]1[CH:3]=[C:4]([CH:12]=[CH:13][C:14]=1[O:15][CH3:16])[CH:5]=[C:6]1[CH2:10][CH2:9][CH:8]([CH2:18][N:19]([CH3:21])[CH3:20])[C:7]1=[O:11], predict the reactants needed to synthesize it. The reactants are: [OH:1][C:2]1[CH:3]=[C:4]([CH:12]=[CH:13][C:14]=1[O:15][CH3:16])[CH:5]=[C:6]1[CH2:10][CH2:9][CH2:8][C:7]1=[O:11].[Cl-:17].[CH3:18][N+:19](=[CH2:21])[CH3:20]. (3) Given the product [CH3:1][N:2]1[CH:6]=[C:5]([C:7]2[C:15]3[C:14]([N:16]4[CH2:21][CH2:20][O:19][CH2:18][CH2:17]4)=[N:13][CH:12]=[N:11][C:10]=3[NH:9][CH:8]=2)[CH:4]=[N:3]1, predict the reactants needed to synthesize it. The reactants are: [CH3:1][N:2]1[CH:6]=[C:5]([C:7]2[C:15]3[C:14]([N:16]4[CH2:21][CH2:20][O:19][CH2:18][CH2:17]4)=[N:13][CH:12]=[N:11][C:10]=3[N:9](CO)[CH:8]=2)[CH:4]=[N:3]1.C(=O)([O-])[O-].[K+].[K+]. (4) Given the product [Cl:1][C:2]1[N:7]=[CH:6][C:5]([C@H:8]([OH:13])[C:9]([F:10])([F:11])[F:12])=[CH:4][CH:3]=1, predict the reactants needed to synthesize it. The reactants are: [Cl:1][C:2]1[N:7]=[CH:6][C:5]([C:8](=[O:13])[C:9]([F:12])([F:11])[F:10])=[CH:4][CH:3]=1.CC([O-])(C)C.[K+].C1(C)C=CC=CC=1.COC1C=CC(C(C2C=CC(OC)=CC=2)(N)[C@@H](N)C(C)C)=CC=1. (5) Given the product [CH:25]1([CH:18]([CH:19]2[CH2:24][CH2:23][CH2:22][CH2:21][CH2:20]2)[C:17]([NH:16][C@@H:13]2[C@H:11]3[C@H:10]([CH2:9][NH:8][CH2:12]3)[CH2:15][CH2:14]2)=[O:31])[CH2:26][CH2:27][CH2:28][CH2:29][CH2:30]1, predict the reactants needed to synthesize it. The reactants are: C([N:8]1[CH2:12][C@H:11]2[C@@H:13]([NH:16][C:17](=[O:31])[CH:18]([CH:25]3[CH2:30][CH2:29][CH2:28][CH2:27][CH2:26]3)[CH:19]3[CH2:24][CH2:23][CH2:22][CH2:21][CH2:20]3)[CH2:14][CH2:15][C@H:10]2[CH2:9]1)C1C=CC=CC=1. (6) Given the product [CH2:17]([N:8]([CH2:1][C:2]1[CH:3]=[CH:4][CH:5]=[CH:6][CH:7]=1)[C@H:9]1[CH2:10][CH2:11][C@H:12]([CH:15]([NH:16][C:31](=[O:30])[CH3:32])[CH3:44])[CH2:13][CH2:14]1)[C:18]1[CH:23]=[CH:22][CH:21]=[CH:20][CH:19]=1, predict the reactants needed to synthesize it. The reactants are: [CH2:1]([N:8]([CH2:17][C:18]1[CH:23]=[CH:22][CH:21]=[CH:20][CH:19]=1)[C@H:9]1[CH2:14][CH2:13][C@H:12]([C:15]#[N:16])[CH2:11][CH2:10]1)[C:2]1[CH:7]=[CH:6][CH:5]=[CH:4][CH:3]=1.C[Mg]Cl.[BH4-].[Na+].C[O:30][CH2:31][CH2:32]OCCOCCOCCOC.[C:44](OC(=O)C)(=O)C.